From a dataset of Forward reaction prediction with 1.9M reactions from USPTO patents (1976-2016). Predict the product of the given reaction. (1) Given the reactants [CH:1]([N:4]1[CH2:9][CH2:8][CH:7]([O:10][C:11]2[CH:19]=[CH:18][C:17]3[N:16]4[CH2:20][CH2:21][NH:22][C:23](=[O:24])[C:15]4=[CH:14][C:13]=3[CH:12]=2)[CH2:6][CH2:5]1)([CH3:3])[CH3:2].[H-].[Na+].Cl.Cl[CH2:29][C:30]1[CH:35]=[CH:34][N:33]=[CH:32][CH:31]=1, predict the reaction product. The product is: [CH:1]([N:4]1[CH2:9][CH2:8][CH:7]([O:10][C:11]2[CH:19]=[CH:18][C:17]3[N:16]4[CH2:20][CH2:21][N:22]([CH2:29][C:30]5[CH:35]=[CH:34][N:33]=[CH:32][CH:31]=5)[C:23](=[O:24])[C:15]4=[CH:14][C:13]=3[CH:12]=2)[CH2:6][CH2:5]1)([CH3:3])[CH3:2]. (2) Given the reactants Br[CH2:2][C:3]1[CH:4]=[C:5]([C:19]([O:21][CH3:22])=[O:20])[C:6]([C:9]2[CH:14]=[CH:13][CH:12]=[C:11]([C:15]([O:17][CH3:18])=[O:16])[CH:10]=2)=[CH:7][CH:8]=1.[C:23]([O-:26])(=[S:25])[CH3:24].[K+], predict the reaction product. The product is: [C:23]([S:25][CH2:2][C:3]1[CH:4]=[C:5]([C:19]([O:21][CH3:22])=[O:20])[C:6]([C:9]2[CH:14]=[CH:13][CH:12]=[C:11]([C:15]([O:17][CH3:18])=[O:16])[CH:10]=2)=[CH:7][CH:8]=1)(=[O:26])[CH3:24]. (3) Given the reactants Cl[CH2:2][C:3]1[S:7][N:6]=[CH:5][CH:4]=1.[CH2:8]([NH2:10])[CH3:9], predict the reaction product. The product is: [CH2:8]([NH:10][CH2:2][C:3]1[S:7][N:6]=[CH:5][CH:4]=1)[CH3:9]. (4) Given the reactants Br[C:2]1[CH:3]=[C:4]([CH2:8][CH2:9][CH2:10][NH:11][C:12](=[O:17])[C:13]([F:16])([F:15])[F:14])[CH:5]=[CH:6][CH:7]=1.[CH2:18]([C:20]([OH:25])([CH2:23][CH3:24])[C:21]#[CH:22])[CH3:19].CC1C=CC=CC=1P(C1C=CC=CC=1C)C1C=CC=CC=1C, predict the reaction product. The product is: [CH2:18]([C:20]([OH:25])([CH2:23][CH3:24])[CH2:21][CH2:22][C:2]1[CH:3]=[C:4]([CH2:8][CH2:9][CH2:10][NH:11][C:12](=[O:17])[C:13]([F:16])([F:15])[F:14])[CH:5]=[CH:6][CH:7]=1)[CH3:19]. (5) Given the reactants Cl[C:2]1[CH:11]=[CH:10][C:9]2[C:4](=[CH:5][CH:6]=[C:7]([Cl:22])[C:8]=2[NH:12][C:13](=[O:21])[CH2:14][CH:15]2[CH2:20][CH2:19][CH2:18][CH2:17][CH2:16]2)[N:3]=1.[NH:23]1[CH2:27][CH2:26][C@@H:25]([NH2:28])[CH2:24]1.C(N(CC)CC)C, predict the reaction product. The product is: [NH2:28][C@@H:25]1[CH2:26][CH2:27][N:23]([C:2]2[CH:11]=[CH:10][C:9]3[C:4](=[CH:5][CH:6]=[C:7]([Cl:22])[C:8]=3[NH:12][C:13](=[O:21])[CH2:14][CH:15]3[CH2:20][CH2:19][CH2:18][CH2:17][CH2:16]3)[N:3]=2)[CH2:24]1. (6) Given the reactants O=C1O[C@H]([C@H](CO)O)C([O-])=C1O.[Na+].[N-]=[N+]=[N-].[Na+].Br[C:19]1[CH:20]=[CH:21][C:22]([F:46])=[C:23]([C@:25]2([CH2:44][F:45])[CH2:30][C@@H:29]([C:31]([F:34])([F:33])[F:32])[O:28][C:27]([NH:35][C:36](=[O:43])[C:37]3[CH:42]=[CH:41][CH:40]=[CH:39][CH:38]=3)=[N:26]2)[CH:24]=1.C[NH:48][C@@H]1CCCC[C@H]1NC.[BH4-].[Na+], predict the reaction product. The product is: [NH2:48][C:19]1[CH:20]=[CH:21][C:22]([F:46])=[C:23]([C@:25]2([CH2:44][F:45])[CH2:30][C@@H:29]([C:31]([F:34])([F:33])[F:32])[O:28][C:27]([NH:35][C:36](=[O:43])[C:37]3[CH:42]=[CH:41][CH:40]=[CH:39][CH:38]=3)=[N:26]2)[CH:24]=1. (7) Given the reactants [F:1][C:2]1[CH:3]=[C:4]([CH:15]=[CH:16][CH:17]=1)[O:5][C:6]1[CH:14]=[CH:13][C:9]([C:10]([OH:12])=O)=[CH:8][CH:7]=1.Cl.[Cl:19][C:20]1[CH:21]=[C:22]2[C:26](=[CH:27][CH:28]=1)[NH:25][CH:24]=[C:23]2[CH2:29][CH2:30][NH2:31].CN(C(ON1N=NC2C=CC=NC1=2)=[N+](C)C)C.F[P-](F)(F)(F)(F)F.C(N(CC)C(C)C)(C)C, predict the reaction product. The product is: [Cl:19][C:20]1[CH:21]=[C:22]2[C:26](=[CH:27][CH:28]=1)[NH:25][CH:24]=[C:23]2[CH2:29][CH2:30][NH:31][C:10](=[O:12])[C:9]1[CH:8]=[CH:7][C:6]([O:5][C:4]2[CH:15]=[CH:16][CH:17]=[C:2]([F:1])[CH:3]=2)=[CH:14][CH:13]=1.